Dataset: Forward reaction prediction with 1.9M reactions from USPTO patents (1976-2016). Task: Predict the product of the given reaction. (1) Given the reactants [F:1][C:2]([F:17])([F:16])[C:3]1[CH:8]=[CH:7][C:6]([C:9]2[CH:10]=[C:11]([CH:14]=[O:15])[S:12][CH:13]=2)=[CH:5][CH:4]=1.CC(=CC)C.Cl([O-])=[O:24].[Na+].P([O-])(O)(O)=O.[Na+], predict the reaction product. The product is: [F:17][C:2]([F:16])([F:1])[C:3]1[CH:4]=[CH:5][C:6]([C:9]2[CH:10]=[C:11]([C:14]([OH:24])=[O:15])[S:12][CH:13]=2)=[CH:7][CH:8]=1. (2) Given the reactants [O:1]1[C@H:3]([C@@H:4]([NH:12][C:13](=[O:24])[C@H:14]([C:20]([CH3:23])([CH3:22])[CH3:21])[NH:15][C:16]([O:18][CH3:19])=[O:17])[CH2:5][C:6]2[CH:11]=[CH:10][CH:9]=[CH:8][CH:7]=2)[CH2:2]1.[CH3:25][O:26][C:27]([NH:29][C@H:30]([C:35]([NH:37][NH:38][CH2:39][C:40]1[CH:45]=[CH:44][C:43]([C:46]2[CH:51]=[CH:50][CH:49]=[CH:48][N:47]=2)=[CH:42][CH:41]=1)=[O:36])[C:31]([CH3:34])([CH3:33])[CH3:32])=[O:28], predict the reaction product. The product is: [CH3:21][C:20]([C@H:14]([NH:15][C:16]([O:18][CH3:19])=[O:17])[C:13]([NH:12][C@H:4]([C@@H:3]([OH:1])[CH2:2][N:38]([NH:37][C:35]([C@@H:30]([NH:29][C:27]([O:26][CH3:25])=[O:28])[C:31]([CH3:34])([CH3:33])[CH3:32])=[O:36])[CH2:39][C:40]1[CH:41]=[CH:42][C:43]([C:46]2[CH:51]=[CH:50][CH:49]=[CH:48][N:47]=2)=[CH:44][CH:45]=1)[CH2:5][C:6]1[CH:7]=[CH:8][CH:9]=[CH:10][CH:11]=1)=[O:24])([CH3:22])[CH3:23]. (3) The product is: [CH3:16][O:17][C:18](=[O:19])[C:20]1[CH:25]=[CH:24][CH:23]=[C:22]([CH2:26][Br:27])[CH:21]=1. Given the reactants C1(C)C=CC=C(C(O)=O)C=1.S(=O)(=O)(O)O.[CH3:16][O:17][C:18]([C:20]1[CH:21]=[C:22]([CH3:26])[CH:23]=[CH:24][CH:25]=1)=[O:19].[Br:27]N1C(=O)CCC1=O, predict the reaction product. (4) Given the reactants [NH:1]([C:8]([NH:24][C:25]1[CH:30]=[CH:29][CH:28]=[CH:27][CH:26]=1)=[CH:9][C:10]([C:12]1[C:13](Cl)=[N:14][C:15]([Cl:22])=[CH:16][C:17]=1[C:18]([F:21])([F:20])[F:19])=[O:11])[C:2]1[CH:7]=[CH:6][CH:5]=[CH:4][CH:3]=1.CC([O-])(C)C.[K+], predict the reaction product. The product is: [NH:1]([C:8]1[N:24]([C:25]2[CH:30]=[CH:29][CH:28]=[CH:27][CH:26]=2)[C:13]2[C:12]([C:10](=[O:11])[CH:9]=1)=[C:17]([C:18]([F:21])([F:19])[F:20])[CH:16]=[C:15]([Cl:22])[N:14]=2)[C:2]1[CH:7]=[CH:6][CH:5]=[CH:4][CH:3]=1. (5) Given the reactants [F:1][C:2]([F:19])([F:18])[C:3]1[CH:8]=[C:7]([CH:9]=[N:10][OH:11])[CH:6]=[CH:5][C:4]=1[C:12]1[CH:17]=[CH:16][CH:15]=[CH:14][CH:13]=1.[O-]Cl.[Na+].[C:23]([C:25]1[CH:31]=[CH:30][C:28]([NH2:29])=[CH:27][CH:26]=1)#[CH:24], predict the reaction product. The product is: [F:1][C:2]([F:18])([F:19])[C:3]1[CH:8]=[C:7]([C:9]2[CH:24]=[C:23]([C:25]3[CH:31]=[CH:30][C:28]([NH2:29])=[CH:27][CH:26]=3)[O:11][N:10]=2)[CH:6]=[CH:5][C:4]=1[C:12]1[CH:17]=[CH:16][CH:15]=[CH:14][CH:13]=1. (6) Given the reactants Br[C:2]1[CH:7]=[CH:6][N:5]2[CH:8]=[C:9]([C:11]3[CH:12]=[C:13]([CH3:17])[CH:14]=[CH:15][CH:16]=3)[N:10]=[C:4]2[CH:3]=1.Cl.[NH:19]1[CH2:24][CH2:23][O:22][CH2:21][CH2:20]1, predict the reaction product. The product is: [N:19]1([C:2]2[CH:7]=[CH:6][N:5]3[CH:8]=[C:9]([C:11]4[CH:12]=[C:13]([CH3:17])[CH:14]=[CH:15][CH:16]=4)[N:10]=[C:4]3[CH:3]=2)[CH2:24][CH2:23][O:22][CH2:21][CH2:20]1. (7) Given the reactants [NH2:1][C:2]1[CH:26]=[C:25]([O:27][C:28]2[CH:33]=[CH:32][CH:31]=[CH:30][CH:29]=2)[CH:24]=[CH:23][C:3]=1[C:4]([NH:6][C:7]1[CH:12]=[CH:11][C:10]([O:13][CH2:14][CH2:15][N:16]2[CH2:20][CH2:19][CH2:18][CH2:17]2)=[C:9]([O:21][CH3:22])[CH:8]=1)=[O:5].[C:34](C1NC=CN=1)(C1NC=CN=1)=[O:35].C1CCN2C(=NCCC2)CC1, predict the reaction product. The product is: [CH3:22][O:21][C:9]1[CH:8]=[C:7]([N:6]2[C:4](=[O:5])[C:3]3[C:2](=[CH:26][C:25]([O:27][C:28]4[CH:29]=[CH:30][CH:31]=[CH:32][CH:33]=4)=[CH:24][CH:23]=3)[NH:1][C:34]2=[O:35])[CH:12]=[CH:11][C:10]=1[O:13][CH2:14][CH2:15][N:16]1[CH2:17][CH2:18][CH2:19][CH2:20]1. (8) Given the reactants [CH3:1][N:2]1[C:7](=[O:8])[C:6]([CH3:9])=[CH:5][C:4]([C:10]([OH:12])=O)=[CH:3]1.[C:13]([O:17][C:18](=[O:35])[NH:19][C:20]1[CH:25]=[C:24]([NH:26][CH2:27][C:28]2[CH:33]=[CH:32][CH:31]=[CH:30][CH:29]=2)[C:23]([NH2:34])=[CH:22][N:21]=1)([CH3:16])([CH3:15])[CH3:14].CCN(C(C)C)C(C)C.CN(C(ON1N=NC2C=CC=NC1=2)=[N+](C)C)C.F[P-](F)(F)(F)(F)F, predict the reaction product. The product is: [C:13]([O:17][C:18](=[O:35])[NH:19][C:20]1[CH:25]=[C:24]([NH:26][CH2:27][C:28]2[CH:29]=[CH:30][CH:31]=[CH:32][CH:33]=2)[C:23]([NH:34][C:10]([C:4]2[CH:5]=[C:6]([CH3:9])[C:7](=[O:8])[N:2]([CH3:1])[CH:3]=2)=[O:12])=[CH:22][N:21]=1)([CH3:16])([CH3:14])[CH3:15].